Dataset: Peptide-MHC class II binding affinity with 134,281 pairs from IEDB. Task: Regression. Given a peptide amino acid sequence and an MHC pseudo amino acid sequence, predict their binding affinity value. This is MHC class II binding data. The peptide sequence is NAGFKAALAAAAGVP. The MHC is DRB1_0301 with pseudo-sequence DRB1_0301. The binding affinity (normalized) is 0.0325.